This data is from Full USPTO retrosynthesis dataset with 1.9M reactions from patents (1976-2016). The task is: Predict the reactants needed to synthesize the given product. (1) Given the product [CH3:1][N:2]1[CH2:7][CH2:6][CH:5]([C:8]2[CH:9]=[CH:10][C:11]([CH2:12][NH2:14])=[CH:15][CH:16]=2)[CH2:4][CH2:3]1, predict the reactants needed to synthesize it. The reactants are: [CH3:1][N:2]1[CH2:7][CH2:6][CH:5]([C:8]2[CH:16]=[CH:15][C:11]([C:12]([NH2:14])=O)=[CH:10][CH:9]=2)[CH2:4][CH2:3]1.[H-].[Al+3].[Li+].[H-].[H-].[H-]. (2) Given the product [C:36]([NH:33][S:30]([C:28]1[S:29][C:25]([C:21]2[CH:20]=[C:19]([C:5]3[N:4]=[C:3]([C:2]([F:1])([F:34])[F:35])[CH:8]=[C:7]([C:9]4[CH:14]=[CH:13][C:12]([C:15]([F:18])([F:17])[F:16])=[CH:11][CH:10]=4)[N:6]=3)[CH:24]=[CH:23][N:22]=2)=[CH:26][CH:27]=1)(=[O:32])=[O:31])(=[O:39])[CH2:37][CH3:38], predict the reactants needed to synthesize it. The reactants are: [F:1][C:2]([F:35])([F:34])[C:3]1[CH:8]=[C:7]([C:9]2[CH:14]=[CH:13][C:12]([C:15]([F:18])([F:17])[F:16])=[CH:11][CH:10]=2)[N:6]=[C:5]([C:19]2[CH:24]=[CH:23][N:22]=[C:21]([C:25]3[S:29][C:28]([S:30]([NH2:33])(=[O:32])=[O:31])=[CH:27][CH:26]=3)[CH:20]=2)[N:4]=1.[C:36](O[C:36](=[O:39])[CH2:37][CH3:38])(=[O:39])[CH2:37][CH3:38].C(O)(=O)CC. (3) Given the product [NH2:22][CH2:21][C:13]1[N:12]=[C:11]([N:10]([C:4]2[CH:5]=[CH:6][C:7]([O:8][CH3:9])=[C:2]([Cl:1])[CH:3]=2)[CH3:34])[C:20]2[C:15](=[CH:16][CH:17]=[CH:18][CH:19]=2)[N:14]=1, predict the reactants needed to synthesize it. The reactants are: [Cl:1][C:2]1[CH:3]=[C:4]([NH:10][C:11]2[C:20]3[C:15](=[CH:16][CH:17]=[CH:18][CH:19]=3)[N:14]=[C:13]([CH2:21][N:22]3C(=O)C4C(=CC=CC=4)C3=O)[N:12]=2)[CH:5]=[CH:6][C:7]=1[O:8][CH3:9].Cl[C:34]1C=C(N(C2C3C(=CC=CC=3)N=C(CCl)N=2)C)C=CC=1OC.C1(=O)NC(=O)C2=CC=CC=C12.[K]. (4) Given the product [Cl:14][CH2:13][CH2:12][CH2:11][N:3]1[CH2:8][CH2:7][CH2:6][CH2:5][C:4]1=[O:9], predict the reactants needed to synthesize it. The reactants are: [H-].[Na+].[NH:3]1[CH2:8][CH2:7][CH2:6][CH2:5][C:4]1=[O:9].Br[CH2:11][CH2:12][CH2:13][Cl:14]. (5) The reactants are: [C:1]([O:6][CH2:7][CH2:8][CH2:9][P:10](=[O:21])([O:16][Si](C)(C)C)[O:11][Si](C)(C)C)(=[O:5])[C:2]([CH3:4])=[CH2:3]. Given the product [C:1]([O:6][CH2:7][CH2:8][CH2:9][P:10](=[O:11])([OH:21])[OH:16])(=[O:5])[C:2]([CH3:4])=[CH2:3], predict the reactants needed to synthesize it.